From a dataset of NCI-60 drug combinations with 297,098 pairs across 59 cell lines. Regression. Given two drug SMILES strings and cell line genomic features, predict the synergy score measuring deviation from expected non-interaction effect. Drug 1: CC1C(C(CC(O1)OC2CC(CC3=C2C(=C4C(=C3O)C(=O)C5=C(C4=O)C(=CC=C5)OC)O)(C(=O)CO)O)N)O.Cl. Drug 2: C1=CC(=CC=C1CCC2=CNC3=C2C(=O)NC(=N3)N)C(=O)NC(CCC(=O)O)C(=O)O. Cell line: OVCAR3. Synergy scores: CSS=30.2, Synergy_ZIP=0.523, Synergy_Bliss=-0.989, Synergy_Loewe=-7.83, Synergy_HSA=0.147.